Dataset: Forward reaction prediction with 1.9M reactions from USPTO patents (1976-2016). Task: Predict the product of the given reaction. (1) Given the reactants [CH2:1]([O:3][C:4]([C:6]1([C:9]2[CH:14]=[CH:13][C:12]([C:15]3[CH:20]=[CH:19][C:18]([C:21]4[O:25][N:24]=[C:23]([CH3:26])[C:22]=4[NH2:27])=[CH:17][CH:16]=3)=[CH:11][CH:10]=2)[CH2:8][CH2:7]1)=[O:5])[CH3:2].[O:28]([CH2:35][C:36](Cl)=[O:37])[C:29]1[CH:34]=[CH:33][CH:32]=[CH:31][CH:30]=1, predict the reaction product. The product is: [CH2:1]([O:3][C:4]([C:6]1([C:9]2[CH:10]=[CH:11][C:12]([C:15]3[CH:20]=[CH:19][C:18]([C:21]4[O:25][N:24]=[C:23]([CH3:26])[C:22]=4[NH:27][C:36](=[O:37])[CH2:35][O:28][C:29]4[CH:34]=[CH:33][CH:32]=[CH:31][CH:30]=4)=[CH:17][CH:16]=3)=[CH:13][CH:14]=2)[CH2:8][CH2:7]1)=[O:5])[CH3:2]. (2) Given the reactants [OH:1][C:2]1([C:5]([OH:7])=O)[CH2:4][CH2:3]1.CN(C(ON1N=NC2C=CC=CC1=2)=[N+](C)C)C.F[P-](F)(F)(F)(F)F.Cl.[CH3:33][C:34]1[C:42]2[C:37](=[CH:38][CH:39]=[CH:40][CH:41]=2)[N:36]([C:43]2[CH:48]=[CH:47][C:46]([C:49]([N:51]3[CH2:56][CH2:55][NH:54][CH2:53][CH2:52]3)=[O:50])=[CH:45][CH:44]=2)[N:35]=1.CCN(C(C)C)C(C)C, predict the reaction product. The product is: [OH:1][C:2]1([C:5]([N:54]2[CH2:55][CH2:56][N:51]([C:49]([C:46]3[CH:45]=[CH:44][C:43]([N:36]4[C:37]5[C:42](=[CH:41][CH:40]=[CH:39][CH:38]=5)[C:34]([CH3:33])=[N:35]4)=[CH:48][CH:47]=3)=[O:50])[CH2:52][CH2:53]2)=[O:7])[CH2:4][CH2:3]1. (3) Given the reactants [CH3:1][O:2][C:3]1[C:8]2[O:9][C:10]([C:12]#[N:13])=[CH:11][C:7]=2[CH:6]=[CH:5][CH:4]=1.Cl.[NH2:15][OH:16].C(=O)([O-])O.[Na+], predict the reaction product. The product is: [OH:16][N:15]=[C:12]([NH2:13])[C:10]1[O:9][C:8]2[C:3]([O:2][CH3:1])=[CH:4][CH:5]=[CH:6][C:7]=2[CH:11]=1. (4) The product is: [F:1][C:2]1[CH:19]=[CH:18][CH:17]=[CH:16][C:3]=1[CH2:4][N:5]1[C:9]([O:10][CH3:20])=[CH:8][C:7]([C:11]([O:13][CH2:14][CH3:15])=[O:12])=[N:6]1. Given the reactants [F:1][C:2]1[CH:19]=[CH:18][CH:17]=[CH:16][C:3]=1[CH2:4][N:5]1[C:9]([OH:10])=[CH:8][C:7]([C:11]([O:13][CH2:14][CH3:15])=[O:12])=[N:6]1.[CH3:20]C(C)=O.C(=O)([O-])[O-].[K+].[K+], predict the reaction product. (5) Given the reactants Cl[C:2]1[CH:17]=[C:16]([CH:18]([CH3:20])[CH3:19])[C:5]([C:6]([NH:8][CH2:9][CH:10]2[CH2:15][CH2:14][O:13][CH2:12][CH2:11]2)=[O:7])=[CH:4][N:3]=1.[Cl:21][C:22]1[CH:28]=[CH:27][C:25]([NH2:26])=[CH:24][C:23]=1[C:29]([F:32])([F:31])[F:30], predict the reaction product. The product is: [Cl:21][C:22]1[CH:28]=[CH:27][C:25]([NH:26][C:2]2[CH:17]=[C:16]([CH:18]([CH3:20])[CH3:19])[C:5]([C:6]([NH:8][CH2:9][CH:10]3[CH2:15][CH2:14][O:13][CH2:12][CH2:11]3)=[O:7])=[CH:4][N:3]=2)=[CH:24][C:23]=1[C:29]([F:30])([F:31])[F:32]. (6) Given the reactants [CH:1]([O:14][C@@H:15]1[CH2:19][CH2:18][NH:17][CH2:16]1)([C:8]1[CH:13]=[CH:12][CH:11]=[CH:10][CH:9]=1)[C:2]1[CH:7]=[CH:6][CH:5]=[CH:4][CH:3]=1.Cl[CH2:21][C:22]1[N:27]=[C:26]([C:28]([O:30][CH2:31][CH3:32])=[O:29])[CH:25]=[CH:24][CH:23]=1.C(#N)C.C(N(CC)CC)C, predict the reaction product. The product is: [CH:1]([O:14][C@@H:15]1[CH2:19][CH2:18][N:17]([CH2:21][C:22]2[N:27]=[C:26]([C:28]([O:30][CH2:31][CH3:32])=[O:29])[CH:25]=[CH:24][CH:23]=2)[CH2:16]1)([C:8]1[CH:13]=[CH:12][CH:11]=[CH:10][CH:9]=1)[C:2]1[CH:3]=[CH:4][CH:5]=[CH:6][CH:7]=1. (7) The product is: [Cl:1][C:2]1[CH:7]=[CH:6][CH:5]=[CH:4][C:3]=1[N:8]1[C:12]([C:13]2[O:23][C:22](=[N:24][CH:25]([CH3:26])[CH3:27])[C:21]3[CH:20]=[CH:19][CH:18]=[C:17]([CH3:28])[C:16]=3[N:15]=2)=[CH:11][C:10]([C:29]([F:32])([F:31])[F:30])=[N:9]1. Given the reactants [Cl:1][C:2]1[CH:7]=[CH:6][CH:5]=[CH:4][C:3]=1[N:8]1[C:12]([C:13]([NH:15][C:16]2[C:21]([C:22]([NH:24][CH:25]([CH3:27])[CH3:26])=[O:23])=[CH:20][CH:19]=[CH:18][C:17]=2[CH3:28])=O)=[CH:11][C:10]([C:29]([F:32])([F:31])[F:30])=[N:9]1.S(Cl)(Cl)=O, predict the reaction product. (8) Given the reactants C(OC(=O)[NH:7][CH:8]([CH:16]=[N:17][N:18]1[CH2:22][C:21](=[O:23])[NH:20][C:19]1=[O:24])[CH2:9][C:10]1[CH:15]=[CH:14][CH:13]=[CH:12][CH:11]=1)(C)(C)C, predict the reaction product. The product is: [NH2:7][CH:8]([CH2:9][C:10]1[CH:15]=[CH:14][CH:13]=[CH:12][CH:11]=1)[CH:16]=[N:17][N:18]1[CH2:22][C:21](=[O:23])[NH:20][C:19]1=[O:24]. (9) Given the reactants N1C2C(=CC=CC=2O)C=CC=1.I[C:13]1[CH:18]=[CH:17][C:16]([O:19][CH3:20])=[CH:15][CH:14]=1.C([O-])([O-])=O.[K+].[K+].[CH3:27][C:28]1[CH:32]=[C:31]([CH3:33])[NH:30][N:29]=1, predict the reaction product. The product is: [CH3:20][O:19][C:16]1[CH:17]=[CH:18][C:13]([N:29]2[C:28]([CH3:27])=[CH:32][C:31]([CH3:33])=[N:30]2)=[CH:14][CH:15]=1.